The task is: Predict the reactants needed to synthesize the given product.. This data is from Full USPTO retrosynthesis dataset with 1.9M reactions from patents (1976-2016). (1) Given the product [Br:1][C:2]1[N:3]=[C:4]([CH:7]2[CH2:8][CH2:9][N:10]([C:13]([O:15][C:16]([CH3:19])([CH3:18])[CH3:17])=[O:14])[CH2:11][CH2:12]2)[N:5]([CH2:23][CH2:24][OH:25])[CH:6]=1, predict the reactants needed to synthesize it. The reactants are: [Br:1][C:2]1[N:3]=[C:4]([CH:7]2[CH2:12][CH2:11][N:10]([C:13]([O:15][C:16]([CH3:19])([CH3:18])[CH3:17])=[O:14])[CH2:9][CH2:8]2)[NH:5][CH:6]=1.[OH-].[K+].Br[CH2:23][CH2:24][O:25]C1CCCCO1.O.C1(C)C=CC(S(O)(=O)=O)=CC=1. (2) Given the product [CH3:1][O:2][C:3]1[N:4]=[CH:5][C:6]2[S:12][CH2:11][CH2:10][N:9]([CH2:13][C:14]3[CH:23]=[CH:22][C:17]([C:18]([OH:20])=[O:19])=[CH:16][CH:15]=3)[CH2:8][C:7]=2[N:24]=1, predict the reactants needed to synthesize it. The reactants are: [CH3:1][O:2][C:3]1[N:4]=[CH:5][C:6]2[S:12][CH2:11][CH2:10][N:9]([CH2:13][C:14]3[CH:23]=[CH:22][C:17]([C:18]([O:20]C)=[O:19])=[CH:16][CH:15]=3)[CH2:8][C:7]=2[N:24]=1.[OH-].[Li+].CO.C1COCC1. (3) Given the product [OH:30][C@H:31]1[C@@H:29]([OH:37])[CH2:28][N:27]([C:26]2[CH:11]=[CH:10][C:9]([C:12]3[NH:17][C:16](=[O:18])[C:15]([C:19]([O:21][CH3:22])=[O:20])=[CH:14][C:13]=3[CH2:24][CH3:25])=[CH:8][CH:7]=2)[CH2:32]1, predict the reactants needed to synthesize it. The reactants are: N1(C2[CH:11]=[CH:10][C:9]([C:12]3[NH:17][C:16](=[O:18])[C:15]([C:19]([O:21][CH3:22])=[O:20])=[C:14](O)[C:13]=3[CH2:24][CH3:25])=[CH:8][CH:7]=2)CC=CC1.[CH3:26][N+:27]1([O-])[CH2:32][CH2:31][O:30][CH2:29][CH2:28]1.C1C[O:37]CC1. (4) Given the product [CH3:20][C:17]1[CH:18]=[CH:19][C:14]([N:11]2[CH2:12][CH2:13][NH:8][CH2:9][CH2:10]2)=[C:15]([CH:21]2[CH2:26][C:25]([CH3:28])([CH3:27])[CH2:24][C:23]([CH3:30])([CH3:29])[CH2:22]2)[CH:16]=1, predict the reactants needed to synthesize it. The reactants are: C(OC([N:8]1[CH2:13][CH2:12][N:11]([C:14]2[CH:19]=[CH:18][C:17]([CH3:20])=[CH:16][C:15]=2[CH:21]2[CH2:26][C:25]([CH3:28])([CH3:27])[CH2:24][C:23]([CH3:30])([CH3:29])[CH2:22]2)[CH2:10][CH2:9]1)=O)(C)(C)C.FC(F)(F)C(O)=O.ClCCl.C(=O)([O-])O.[Na+].